This data is from Full USPTO retrosynthesis dataset with 1.9M reactions from patents (1976-2016). The task is: Predict the reactants needed to synthesize the given product. (1) Given the product [CH3:5][O:6][C:7](=[O:35])[C:8]([C:20]1[CH:25]=[CH:24][C:23]([O:26][C:27]2[CH:32]=[CH:31][C:30]([CH2:33][Br:2])=[CH:29][CH:28]=2)=[CH:22][CH:21]=1)=[CH:9][C:10]1[CH:15]=[C:14]([O:16][CH3:17])[CH:13]=[C:12]([O:18][CH3:19])[CH:11]=1, predict the reactants needed to synthesize it. The reactants are: P(Br)(Br)[Br:2].[CH3:5][O:6][C:7](=[O:35])[C:8]([C:20]1[CH:25]=[CH:24][C:23]([O:26][C:27]2[CH:32]=[CH:31][C:30]([CH2:33]O)=[CH:29][CH:28]=2)=[CH:22][CH:21]=1)=[CH:9][C:10]1[CH:15]=[C:14]([O:16][CH3:17])[CH:13]=[C:12]([O:18][CH3:19])[CH:11]=1. (2) Given the product [NH2:40][C:21]1[N:22]=[C:23]([C:24]2[CH:29]=[C:28]([O:30][CH2:31][CH2:32][N:33]([CH2:34][CH3:35])[CH2:36][CH3:37])[C:27]([Cl:38])=[CH:26][C:25]=2[Cl:39])[C:18]2[CH:17]=[C:16]([CH2:14][OH:13])[S:41][C:19]=2[N:20]=1, predict the reactants needed to synthesize it. The reactants are: [H-].C([Al+]CC(C)C)C(C)C.C([O:13][C:14]([C:16]1[S:41][C:19]2[N:20]=[C:21]([NH2:40])[N:22]=[C:23]([C:24]3[CH:29]=[C:28]([O:30][CH2:31][CH2:32][N:33]([CH2:36][CH3:37])[CH2:34][CH3:35])[C:27]([Cl:38])=[CH:26][C:25]=3[Cl:39])[C:18]=2[CH:17]=1)=O)C.C(=O)=O.CC(C)=O.CO. (3) Given the product [NH:8]1[C:9]2[C:5](=[CH:4][CH:3]=[C:2]([C:2]3[CH:10]=[CH:9][C:5]([CH:11]=[O:14])=[CH:4][CH:3]=3)[CH:10]=2)[CH:6]=[CH:7]1, predict the reactants needed to synthesize it. The reactants are: Br[C:2]1[CH:10]=[C:9]2[C:5]([CH:6]=[CH:7][NH:8]2)=[CH:4][CH:3]=1.[C:11](=[O:14])([O-])[O-].[K+].[K+]. (4) Given the product [N+:34]([C:23]1[CH:22]=[C:21]([N:1]2[CH:5]=[CH:4][CH:3]=[N:2]2)[CH:33]=[CH:32][C:24]=1[C:25]([O:27][C:28]([CH3:31])([CH3:30])[CH3:29])=[O:26])([O-:36])=[O:35], predict the reactants needed to synthesize it. The reactants are: [NH:1]1[CH:5]=[CH:4][CH:3]=[N:2]1.C(=O)([O-])[O-].[K+].[K+].N1CCC[C@@H]1C(O)=O.Br[C:21]1[CH:33]=[CH:32][C:24]([C:25]([O:27][C:28]([CH3:31])([CH3:30])[CH3:29])=[O:26])=[C:23]([N+:34]([O-:36])=[O:35])[CH:22]=1. (5) Given the product [F:23][C:24]1([F:55])[C:53](=[S:10])[NH:52][C:26]2([C:39]3[CH:38]=[C:37]([O:40][CH2:41][C:42]([CH3:45])([CH3:44])[CH3:43])[CH:36]=[CH:35][C:34]=3[O:33][C:32]3[C:27]2=[CH:28][C:29]([C:46]2[CH:47]=[N:48][CH:49]=[N:50][CH:51]=2)=[CH:30][CH:31]=3)[CH2:25]1, predict the reactants needed to synthesize it. The reactants are: COC1C=CC(P2(SP(C3C=CC(OC)=CC=3)(=S)S2)=[S:10])=CC=1.[F:23][C:24]1([F:55])[C:53](=O)[NH:52][C:26]2([C:39]3[CH:38]=[C:37]([O:40][CH2:41][C:42]([CH3:45])([CH3:44])[CH3:43])[CH:36]=[CH:35][C:34]=3[O:33][C:32]3[C:27]2=[CH:28][C:29]([C:46]2[CH:47]=[N:48][CH:49]=[N:50][CH:51]=2)=[CH:30][CH:31]=3)[CH2:25]1.